Predict the reactants needed to synthesize the given product. From a dataset of Full USPTO retrosynthesis dataset with 1.9M reactions from patents (1976-2016). (1) Given the product [Cl-:32].[C:24]([O:23][C:13]1[CH:12]=[C:11]([CH2:10][C@H:9]([NH3+:8])[C:29](=[O:31])[NH2:30])[CH:16]=[CH:15][C:14]=1[O:17][C:18](=[O:22])[CH:19]([CH3:21])[CH3:20])(=[O:28])[CH:25]([CH3:27])[CH3:26], predict the reactants needed to synthesize it. The reactants are: C(OC([NH:8][C@H:9]([C:29](=[O:31])[NH2:30])[CH2:10][C:11]1[CH:16]=[CH:15][C:14]([O:17][C:18](=[O:22])[CH:19]([CH3:21])[CH3:20])=[C:13]([O:23][C:24](=[O:28])[CH:25]([CH3:27])[CH3:26])[CH:12]=1)=O)(C)(C)C.[ClH:32].O1CCOCC1. (2) Given the product [C:31]([O:35][C:36](=[O:48])[CH2:37][O:38][C:39]1[CH:44]=[CH:43][C:42]([Cl:45])=[CH:41][C:40]=1[C:46]#[C:47][C:56]1[CH:55]=[C:54]([S:51]([N:50]([CH3:62])[CH3:49])(=[O:52])=[O:53])[CH:59]=[CH:58][C:57]=1[CH3:60])([CH3:34])([CH3:33])[CH3:32], predict the reactants needed to synthesize it. The reactants are: C(OC(=O)COC1C=CC(Cl)=CC=1C#CC1C=CC=C(S(CCC)(=O)=O)C=1)(C)(C)C.[C:31]([O:35][C:36](=[O:48])[CH2:37][O:38][C:39]1[CH:44]=[CH:43][C:42]([Cl:45])=[CH:41][C:40]=1[C:46]#[CH:47])([CH3:34])([CH3:33])[CH3:32].[CH3:49][N:50]([CH3:62])[S:51]([C:54]1[CH:59]=[CH:58][C:57]([CH3:60])=[C:56](Br)[CH:55]=1)(=[O:53])=[O:52]. (3) Given the product [CH3:24][O:23][C:21]1[CH:20]=[CH:19][N:18]=[C:17]2[O:16][CH2:15][CH:14]([NH2:13])[C:22]=12, predict the reactants needed to synthesize it. The reactants are: N1C2OCC(N)C=2C=CN=1.CO[N:13]=[C:14]1[C:22]2[C:17](=[N:18][CH:19]=[CH:20][C:21]=2[O:23][CH3:24])[O:16][CH2:15]1.